From a dataset of Full USPTO retrosynthesis dataset with 1.9M reactions from patents (1976-2016). Predict the reactants needed to synthesize the given product. (1) Given the product [CH3:1][O:2][C:3]1[CH:4]=[C:5]2[C:9](=[CH:10][C:11]=1[O:12][CH3:13])[N:8]([CH3:14])[CH:7]=[C:6]2[C:15]1[NH:32][C:18]2=[N:19][CH:20]=[CH:21][C:22]([CH2:23][NH:24][CH2:25][CH2:26][C:27]3[S:28][CH:29]=[CH:30][CH:31]=3)=[C:17]2[CH:16]=1, predict the reactants needed to synthesize it. The reactants are: [CH3:1][O:2][C:3]1[CH:4]=[C:5]2[C:9](=[CH:10][C:11]=1[O:12][CH3:13])[N:8]([CH3:14])[CH:7]=[C:6]2[C:15]1[N:32](S(C2C=CC(C)=CC=2)(=O)=O)[C:18]2=[N:19][CH:20]=[CH:21][C:22]([CH2:23][NH:24][CH2:25][CH2:26][C:27]3[S:28][CH:29]=[CH:30][CH:31]=3)=[C:17]2[CH:16]=1.[OH-].[K+]. (2) Given the product [CH2:9]([P:11]([CH2:1][N:6]([CH2:7][CH3:8])[CH2:4][CH3:5])(=[O:13])[OH:12])[CH3:10], predict the reactants needed to synthesize it. The reactants are: [CH2:1]=O.Cl.[CH2:4]([NH:6][CH2:7][CH3:8])[CH3:5].[CH2:9]([P:11]([OH:13])[OH:12])[CH3:10].Cl. (3) Given the product [CH:17]1([C:15]2[N:16]=[C:11]3[CH:10]=[CH:9][C:8]([N:5]4[CH:6]=[CH:7][C:2]([O:30][CH2:29][C:27]5[N:28]=[C:24]([C:23]([F:32])([F:31])[F:22])[S:25][CH:26]=5)=[CH:3][C:4]4=[O:21])=[CH:13][N:12]3[C:14]=2[CH3:20])[CH2:19][CH2:18]1, predict the reactants needed to synthesize it. The reactants are: Br[C:2]1[CH:7]=[CH:6][N:5]([C:8]2[CH:9]=[CH:10][C:11]3[N:12]([C:14]([CH3:20])=[C:15]([CH:17]4[CH2:19][CH2:18]4)[N:16]=3)[CH:13]=2)[C:4](=[O:21])[CH:3]=1.[F:22][C:23]([F:32])([F:31])[C:24]1[S:25][CH:26]=[C:27]([CH2:29][OH:30])[N:28]=1.CC(C)([O-])C.[K+].C1(C)C=CC=CC=1. (4) Given the product [CH:3]1([C@H:9]([NH:12][C:13](=[O:18])[C:14]([OH:16])=[O:15])[CH2:10][OH:11])[CH2:4][CH2:5][CH2:6][CH2:7][CH2:8]1, predict the reactants needed to synthesize it. The reactants are: [OH-].[Na+].[CH:3]1([C@H:9]([NH:12][C:13](=[O:18])[C:14]([O:16]C)=[O:15])[CH2:10][OH:11])[CH2:8][CH2:7][CH2:6][CH2:5][CH2:4]1.Cl. (5) Given the product [NH:30]1[C:29]2[CH:31]=[CH:32][CH:33]=[CH:34][C:28]=2[N:27]=[C:26]1[C@@H:24]1[CH2:25][S:21][CH2:22][N:23]1[C:14]([C@H:13]([CH2:17][CH2:18][CH2:19][CH3:20])[CH2:12][N:9]([OH:8])[CH:10]=[O:11])=[O:15], predict the reactants needed to synthesize it. The reactants are: C([O:8][N:9]([CH2:12][C@@H:13]([CH2:17][CH2:18][CH2:19][CH3:20])[C:14](O)=[O:15])[CH:10]=[O:11])C1C=CC=CC=1.[S:21]1[CH2:25][C@@H:24]([C:26]2[NH:30][C:29]3[CH:31]=[CH:32][CH:33]=[CH:34][C:28]=3[N:27]=2)[NH:23][CH2:22]1. (6) Given the product [Br:11][C:12]1[CH:20]=[CH:19][CH:18]=[CH:17][C:13]=1[C:14]1[O:9][C:1](=[O:10])[C:2]2[CH:8]=[CH:7][CH:6]=[CH:5][C:3]=2[N:4]=1, predict the reactants needed to synthesize it. The reactants are: [C:1]([OH:10])(=[O:9])[C:2]1[C:3](=[CH:5][CH:6]=[CH:7][CH:8]=1)[NH2:4].[Br:11][C:12]1[CH:20]=[CH:19][CH:18]=[CH:17][C:13]=1[C:14](Cl)=O.